Dataset: NCI-60 drug combinations with 297,098 pairs across 59 cell lines. Task: Regression. Given two drug SMILES strings and cell line genomic features, predict the synergy score measuring deviation from expected non-interaction effect. (1) Drug 1: CC1=C2C(C(=O)C3(C(CC4C(C3C(C(C2(C)C)(CC1OC(=O)C(C(C5=CC=CC=C5)NC(=O)OC(C)(C)C)O)O)OC(=O)C6=CC=CC=C6)(CO4)OC(=O)C)OC)C)OC. Drug 2: CNC(=O)C1=NC=CC(=C1)OC2=CC=C(C=C2)NC(=O)NC3=CC(=C(C=C3)Cl)C(F)(F)F. Cell line: OVCAR-8. Synergy scores: CSS=67.6, Synergy_ZIP=1.67, Synergy_Bliss=0.164, Synergy_Loewe=-0.183, Synergy_HSA=3.25. (2) Drug 1: C1CC(=O)NC(=O)C1N2CC3=C(C2=O)C=CC=C3N. Drug 2: COC1=C2C(=CC3=C1OC=C3)C=CC(=O)O2. Cell line: HOP-92. Synergy scores: CSS=0.975, Synergy_ZIP=-0.373, Synergy_Bliss=2.18, Synergy_Loewe=-0.474, Synergy_HSA=-0.296. (3) Drug 1: C1=CC=C(C(=C1)C(C2=CC=C(C=C2)Cl)C(Cl)Cl)Cl. Drug 2: CN(CCCl)CCCl.Cl. Cell line: OVCAR-4. Synergy scores: CSS=3.22, Synergy_ZIP=3.18, Synergy_Bliss=-3.42, Synergy_Loewe=-3.77, Synergy_HSA=-2.23. (4) Synergy scores: CSS=69.1, Synergy_ZIP=-1.57, Synergy_Bliss=-0.838, Synergy_Loewe=-2.37, Synergy_HSA=1.65. Cell line: NCIH23. Drug 2: C1CC(C1)(C2=CC=C(C=C2)C3=C(C=C4C(=N3)C=CN5C4=NNC5=O)C6=CC=CC=C6)N. Drug 1: C1=CC=C(C=C1)NC(=O)CCCCCCC(=O)NO. (5) Drug 1: CN(C)C1=NC(=NC(=N1)N(C)C)N(C)C. Drug 2: CNC(=O)C1=NC=CC(=C1)OC2=CC=C(C=C2)NC(=O)NC3=CC(=C(C=C3)Cl)C(F)(F)F. Cell line: PC-3. Synergy scores: CSS=20.0, Synergy_ZIP=3.82, Synergy_Bliss=4.88, Synergy_Loewe=-22.0, Synergy_HSA=4.13. (6) Drug 1: C1=CN(C(=O)N=C1N)C2C(C(C(O2)CO)O)O.Cl. Drug 2: CCC1=C2CN3C(=CC4=C(C3=O)COC(=O)C4(CC)O)C2=NC5=C1C=C(C=C5)O. Cell line: HCT-15. Synergy scores: CSS=33.9, Synergy_ZIP=-9.83, Synergy_Bliss=-2.65, Synergy_Loewe=-1.09, Synergy_HSA=0.292.